From a dataset of Acute oral toxicity (LD50) regression data from Zhu et al.. Regression/Classification. Given a drug SMILES string, predict its toxicity properties. Task type varies by dataset: regression for continuous values (e.g., LD50, hERG inhibition percentage) or binary classification for toxic/non-toxic outcomes (e.g., AMES mutagenicity, cardiotoxicity, hepatotoxicity). Dataset: ld50_zhu. The drug is OCCOCCN1CCN(C(c2ccccc2)c2ccccc2)CC1. The rat oral LD50 is 2.61, given as -log10 of the dose in mol/kg body weight (higher means more acutely toxic).